Dataset: Peptide-MHC class I binding affinity with 185,985 pairs from IEDB/IMGT. Task: Regression. Given a peptide amino acid sequence and an MHC pseudo amino acid sequence, predict their binding affinity value. This is MHC class I binding data. (1) The peptide sequence is RLLLLDDEA. The MHC is Patr-A0101 with pseudo-sequence Patr-A0101. The binding affinity (normalized) is 0. (2) The peptide sequence is YEDLRVLSF. The MHC is H-2-Kk with pseudo-sequence H-2-Kk. The binding affinity (normalized) is 0.459. (3) The peptide sequence is IEELRRHLL. The MHC is HLA-A29:02 with pseudo-sequence YTAMYLQNVAQTDANTLYIMYRDYTWAVLAYTWY. The binding affinity (normalized) is 0. (4) The peptide sequence is ARLMAEALK. The MHC is Mamu-B08 with pseudo-sequence Mamu-B08. The binding affinity (normalized) is 0.202. (5) The peptide sequence is GKFFAQAFL. The MHC is HLA-B73:01 with pseudo-sequence YHTEYRNICAKTDVGNLYWTYNFYTWAVLAYEWH. The binding affinity (normalized) is 0.0847. (6) The peptide sequence is VSIINNAVY. The MHC is HLA-A26:01 with pseudo-sequence HLA-A26:01. The binding affinity (normalized) is 0.109. (7) The peptide sequence is RGRGVAIHR. The MHC is HLA-A26:03 with pseudo-sequence HLA-A26:03. The binding affinity (normalized) is 0.0847. (8) The peptide sequence is YLYYPGRAH. The MHC is HLA-B15:01 with pseudo-sequence HLA-B15:01. The binding affinity (normalized) is 0.664.